From a dataset of Full USPTO retrosynthesis dataset with 1.9M reactions from patents (1976-2016). Predict the reactants needed to synthesize the given product. (1) Given the product [N:14]1[CH:5]=[CH:4][CH:3]=[C:2]([OH:1])[C:6]=1[C:8]1[CH:9]=[N:10][CH:11]=[CH:12][CH:13]=1, predict the reactants needed to synthesize it. The reactants are: [O:1]1[CH:5]=[CH:4][CH:3]=[C:2]1[C:6]([C:8]1[CH:9]=[N:10][CH:11]=[CH:12][CH:13]=1)=O.[NH4+:14].[OH-]. (2) Given the product [F:1][C:2]1[CH:3]=[CH:4][C:5]([CH2:6][CH2:7][C:8]2[CH:16]=[CH:15][C:14]([CH:17]([O:23][CH2:24][CH2:25][C:26]3[N:30]([CH3:31])[CH:29]=[N:28][CH:27]=3)[C:18]3[S:19][CH:20]=[CH:21][N:22]=3)=[CH:13][C:9]=2[C:10]([NH:42][C@@H:41]([CH2:43][CH2:44][S:45][CH3:46])[C:40]([O:39][C:35]([CH3:38])([CH3:37])[CH3:36])=[O:47])=[O:11])=[CH:32][CH:33]=1, predict the reactants needed to synthesize it. The reactants are: [F:1][C:2]1[CH:33]=[CH:32][C:5]([CH2:6][CH2:7][C:8]2[CH:16]=[CH:15][C:14]([CH:17]([O:23][CH2:24][CH2:25][C:26]3[N:30]([CH3:31])[CH:29]=[N:28][CH:27]=3)[C:18]3[S:19][CH:20]=[CH:21][N:22]=3)=[CH:13][C:9]=2[C:10](O)=[O:11])=[CH:4][CH:3]=1.Cl.[C:35]([O:39][C:40](=[O:47])[C@H:41]([CH2:43][CH2:44][S:45][CH3:46])[NH2:42])([CH3:38])([CH3:37])[CH3:36].C(Cl)CCl.C1C=CC2N(O)N=NC=2C=1.Cl. (3) Given the product [C:26]([N:30]1[C:9]([C:6]2[CH:7]=[CH:8][C:3]([O:2][CH3:1])=[CH:4][CH:5]=2)=[C:10]([C:11]([O:13][CH2:14][CH3:15])=[O:12])[CH:22]=[N:20]1)([CH3:29])([CH3:28])[CH3:27], predict the reactants needed to synthesize it. The reactants are: [CH3:1][O:2][C:3]1[CH:8]=[CH:7][C:6]([C:9](=O)[CH2:10][C:11]([O:13][CH2:14][CH3:15])=[O:12])=[CH:5][CH:4]=1.COC(OC)[N:20]([CH3:22])C.Cl.[C:26]([NH:30]N)([CH3:29])([CH3:28])[CH3:27]. (4) Given the product [CH3:15][C@H:16]1[NH:17][CH2:18][CH2:19][N:20]([C:2]2[CH:3]=[CH:4][C:5]3[CH2:6][O:7][CH2:8][C:9]4[C:10]=3[C:11]=2[CH:12]=[CH:13][CH:14]=4)[CH2:21]1, predict the reactants needed to synthesize it. The reactants are: Br[C:2]1[CH:3]=[CH:4][C:5]2[CH2:6][O:7][CH2:8][C:9]3[C:10]=2[C:11]=1[CH:12]=[CH:13][CH:14]=3.[CH3:15][C@@H:16]1[CH2:21][NH:20][CH2:19][CH2:18][NH:17]1.C1(P(C2C=CC=CC=2)C2C=CC3C(=CC=CC=3)C=2C2C3C(=CC=CC=3)C=CC=2P(C2C=CC=CC=2)C2C=CC=CC=2)C=CC=CC=1.CC(C)([O-])C.[Na+]. (5) Given the product [C:1]([C:3](=[CH:21][C:20]1[CH:23]=[C:24]([O:27][CH3:28])[C:25]([OH:26])=[C:18]([OH:17])[CH:19]=1)[C:4]([NH:6][CH2:7][CH2:8][CH:9]([NH:11][C:12](=[O:16])[C:13]([C:14]#[N:15])=[CH:21][C:20]1[CH:23]=[C:24]([O:27][CH3:28])[C:25]([OH:26])=[C:18]([OH:17])[CH:19]=1)[CH3:10])=[O:5])#[N:2], predict the reactants needed to synthesize it. The reactants are: [C:1]([CH2:3][C:4]([NH:6][CH2:7][CH2:8][CH:9]([NH:11][C:12](=[O:16])[CH2:13][C:14]#[N:15])[CH3:10])=[O:5])#[N:2].[OH:17][C:18]1[CH:19]=[C:20]([CH:23]=[C:24]([O:27][CH3:28])[C:25]=1[OH:26])[CH:21]=O.